Dataset: NCI-60 drug combinations with 297,098 pairs across 59 cell lines. Task: Regression. Given two drug SMILES strings and cell line genomic features, predict the synergy score measuring deviation from expected non-interaction effect. (1) Drug 1: CN1C(=O)N2C=NC(=C2N=N1)C(=O)N. Drug 2: CCCCCOC(=O)NC1=NC(=O)N(C=C1F)C2C(C(C(O2)C)O)O. Cell line: SF-539. Synergy scores: CSS=0.593, Synergy_ZIP=-3.48, Synergy_Bliss=-5.17, Synergy_Loewe=-3.29, Synergy_HSA=-2.82. (2) Drug 1: CCC1(CC2CC(C3=C(CCN(C2)C1)C4=CC=CC=C4N3)(C5=C(C=C6C(=C5)C78CCN9C7C(C=CC9)(C(C(C8N6C)(C(=O)OC)O)OC(=O)C)CC)OC)C(=O)OC)O.OS(=O)(=O)O. Drug 2: C(CC(=O)O)C(=O)CN.Cl. Cell line: TK-10. Synergy scores: CSS=0.771, Synergy_ZIP=-1.68, Synergy_Bliss=-2.80, Synergy_Loewe=-1.81, Synergy_HSA=-1.89. (3) Drug 1: CS(=O)(=O)C1=CC(=C(C=C1)C(=O)NC2=CC(=C(C=C2)Cl)C3=CC=CC=N3)Cl. Drug 2: C1CC(C1)(C(=O)O)C(=O)O.[NH2-].[NH2-].[Pt+2]. Cell line: A498. Synergy scores: CSS=11.9, Synergy_ZIP=-2.12, Synergy_Bliss=2.60, Synergy_Loewe=1.41, Synergy_HSA=2.97. (4) Drug 1: CC1=C(C=C(C=C1)NC2=NC=CC(=N2)N(C)C3=CC4=NN(C(=C4C=C3)C)C)S(=O)(=O)N.Cl. Drug 2: C1CN1P(=S)(N2CC2)N3CC3. Cell line: SNB-19. Synergy scores: CSS=13.1, Synergy_ZIP=-2.53, Synergy_Bliss=1.85, Synergy_Loewe=-5.99, Synergy_HSA=0.549. (5) Drug 1: C1=CN(C(=O)N=C1N)C2C(C(C(O2)CO)O)O.Cl. Drug 2: CC1=C2C(C(=O)C3(C(CC4C(C3C(C(C2(C)C)(CC1OC(=O)C(C(C5=CC=CC=C5)NC(=O)C6=CC=CC=C6)O)O)OC(=O)C7=CC=CC=C7)(CO4)OC(=O)C)O)C)OC(=O)C. Cell line: SNB-75. Synergy scores: CSS=2.74, Synergy_ZIP=-1.87, Synergy_Bliss=0.535, Synergy_Loewe=0.594, Synergy_HSA=0.733. (6) Drug 1: COC1=CC(=CC(=C1O)OC)C2C3C(COC3=O)C(C4=CC5=C(C=C24)OCO5)OC6C(C(C7C(O6)COC(O7)C8=CC=CS8)O)O. Drug 2: CCC1(CC2CC(C3=C(CCN(C2)C1)C4=CC=CC=C4N3)(C5=C(C=C6C(=C5)C78CCN9C7C(C=CC9)(C(C(C8N6C)(C(=O)OC)O)OC(=O)C)CC)OC)C(=O)OC)O.OS(=O)(=O)O. Cell line: SF-295. Synergy scores: CSS=53.1, Synergy_ZIP=-5.35, Synergy_Bliss=-3.15, Synergy_Loewe=-0.790, Synergy_HSA=1.08.